From a dataset of Reaction yield outcomes from USPTO patents with 853,638 reactions. Predict the reaction yield, written as a fraction of the theoretical maximum amount of product (1.0 means a 100% yield; for example, 0.34 means a 34% yield). (1) The reactants are ClC(Cl)(OC(=O)[O:6][C:7]([Cl:10])(Cl)Cl)Cl.N1C=CC=CC=1.[C:19]([C:23]1[CH:33]=[CH:32][CH:31]=[CH:30][C:24]=1[O:25][CH2:26][CH2:27][NH:28][CH3:29])([CH3:22])([CH3:21])[CH3:20]. The catalyst is C(Cl)Cl.Cl. The product is [C:19]([C:23]1[CH:33]=[CH:32][CH:31]=[CH:30][C:24]=1[O:25][CH2:26][CH2:27][N:28]([CH3:29])[C:7]([Cl:10])=[O:6])([CH3:22])([CH3:20])[CH3:21]. The yield is 0.420. (2) The reactants are [Br:1][C:2]1[CH:3]=[CH:4][C:5]([NH:8][C:9]([NH2:11])=[S:10])=[N:6][CH:7]=1.[Br:12][CH2:13][C:14]([CH2:16]Br)=O.O. The catalyst is CN(C=O)C. The product is [Br:12][CH2:13][C:14]1[N:11]=[C:9]([NH:8][C:5]2[CH:4]=[CH:3][C:2]([Br:1])=[CH:7][N:6]=2)[S:10][CH:16]=1. The yield is 0.160. (3) The reactants are [H-].[Na+].[CH2:3]([OH:10])[C:4]1[CH:9]=[CH:8][CH:7]=[CH:6][CH:5]=1.[Cl:11][C:12]1[CH:13]=[C:14]([F:19])[C:15](F)=[N:16][CH:17]=1.O. The catalyst is C1COCC1.CCOC(C)=O. The product is [CH2:3]([O:10][C:15]1[C:14]([F:19])=[CH:13][C:12]([Cl:11])=[CH:17][N:16]=1)[C:4]1[CH:9]=[CH:8][CH:7]=[CH:6][CH:5]=1. The yield is 0.670. (4) The reactants are Br[C:2]1[CH:3]=[C:4]2[C:10]([CH:11]([CH3:13])[CH3:12])=[CH:9][NH:8][C:5]2=[N:6][CH:7]=1.[CH3:14][C:15]1([CH3:31])[C:19]([CH3:21])([CH3:20])[O:18][B:17]([B:17]2[O:18][C:19]([CH3:21])([CH3:20])[C:15]([CH3:31])([CH3:14])[O:16]2)[O:16]1.C([O-])(=O)C.[K+]. The catalyst is C(#N)C.[Pd](Cl)Cl.C1(P(C2C=CC=CC=2)[C-]2C=CC=C2)C=CC=CC=1.[C-]1(P(C2C=CC=CC=2)C2C=CC=CC=2)C=CC=C1.[Fe+2]. The product is [CH:11]([C:10]1[C:4]2[C:5](=[N:6][CH:7]=[C:2]([B:17]3[O:18][C:19]([CH3:21])([CH3:20])[C:15]([CH3:31])([CH3:14])[O:16]3)[CH:3]=2)[NH:8][CH:9]=1)([CH3:13])[CH3:12]. The yield is 0.330. (5) The reactants are [Cl:1][C:2]1[CH:7]=[CH:6][C:5]([C:8]2[C:16]3[O:15][CH:14]([CH2:17][OH:18])[CH2:13][C:12]=3[CH:11]=[CH:10][CH:9]=2)=[C:4]([CH3:19])[CH:3]=1.[C:20]1([CH3:30])[CH:25]=[CH:24][C:23]([S:26](Cl)(=[O:28])=[O:27])=[CH:22][CH:21]=1.CC1C=CC(S(OCC2CC3C(C(F)(F)F)=CC=C(Cl)C=3O2)(=O)=O)=CC=1. No catalyst specified. The product is [CH3:30][C:20]1[CH:25]=[CH:24][C:23]([S:26]([O:18][CH2:17][CH:14]2[CH2:13][C:12]3[CH:11]=[CH:10][CH:9]=[C:8]([C:5]4[CH:6]=[CH:7][C:2]([Cl:1])=[CH:3][C:4]=4[CH3:19])[C:16]=3[O:15]2)(=[O:28])=[O:27])=[CH:22][CH:21]=1. The yield is 0.930. (6) The reactants are C[Si]([N-][Si](C)(C)C)(C)C.[Na+].F[C:12]1[C:17]([C:18]2[N:23]=[C:22]([CH3:24])[N:21]=[C:20]([N:25]([CH2:35][C:36]3[CH:41]=[CH:40][C:39]([O:42][CH3:43])=[CH:38][CH:37]=3)[CH2:26][C:27]3[CH:32]=[CH:31][C:30]([O:33][CH3:34])=[CH:29][CH:28]=3)[N:19]=2)=[CH:16][C:15]([C@H:44]([N:46]2[CH2:51][CH2:50][N:49]([S:52]([CH3:55])(=[O:54])=[O:53])[CH2:48][CH2:47]2)[CH3:45])=[CH:14][N:13]=1.[Cl:56][C:57]1[N:62]=[CH:61][C:60]([NH2:63])=[CH:59][CH:58]=1. The catalyst is C1COCC1. The product is [Cl:56][C:57]1[N:62]=[CH:61][C:60]([NH:63][C:12]2[C:17]([C:18]3[N:23]=[C:22]([CH3:24])[N:21]=[C:20]([N:25]([CH2:35][C:36]4[CH:37]=[CH:38][C:39]([O:42][CH3:43])=[CH:40][CH:41]=4)[CH2:26][C:27]4[CH:32]=[CH:31][C:30]([O:33][CH3:34])=[CH:29][CH:28]=4)[N:19]=3)=[CH:16][C:15]([C@H:44]([N:46]3[CH2:47][CH2:48][N:49]([S:52]([CH3:55])(=[O:54])=[O:53])[CH2:50][CH2:51]3)[CH3:45])=[CH:14][N:13]=2)=[CH:59][CH:58]=1. The yield is 0.760. (7) The reactants are [N:1]1([C:7]([O:9][C:10]([CH3:13])([CH3:12])[CH3:11])=[O:8])[CH2:6][CH2:5][NH:4][CH2:3][CH2:2]1.C(=O)([O-])[O-].[Cs+].[Cs+].Br.Br[CH2:22][C:23]([C:25]1[CH:30]=[CH:29][CH:28]=[CH:27][N:26]=1)=[O:24]. The catalyst is CN(C=O)C.O.C(OCC)(=O)C. The product is [O:24]=[C:23]([C:25]1[CH:30]=[CH:29][CH:28]=[CH:27][N:26]=1)[CH2:22][N:4]1[CH2:5][CH2:6][N:1]([C:7]([O:9][C:10]([CH3:13])([CH3:12])[CH3:11])=[O:8])[CH2:2][CH2:3]1. The yield is 0.530.